Dataset: Peptide-MHC class I binding affinity with 185,985 pairs from IEDB/IMGT. Task: Regression. Given a peptide amino acid sequence and an MHC pseudo amino acid sequence, predict their binding affinity value. This is MHC class I binding data. (1) The peptide sequence is NHINVEASL. The MHC is Mamu-A07 with pseudo-sequence Mamu-A07. The binding affinity (normalized) is 0.743. (2) The peptide sequence is TIAVSVYGA. The MHC is HLA-A02:06 with pseudo-sequence HLA-A02:06. The binding affinity (normalized) is 0.576. (3) The binding affinity (normalized) is 0.528. The MHC is Mamu-B08 with pseudo-sequence Mamu-B08. The peptide sequence is RRRWQQLLA. (4) The peptide sequence is PEDQGNPIVL. The MHC is HLA-B45:01 with pseudo-sequence HLA-B45:01. The binding affinity (normalized) is 0. (5) The MHC is HLA-B07:02 with pseudo-sequence HLA-B07:02. The binding affinity (normalized) is 0.0847. The peptide sequence is VHDTNATKL. (6) The peptide sequence is RPALVFDITK. The MHC is HLA-B53:01 with pseudo-sequence HLA-B53:01. The binding affinity (normalized) is 0.0897.